This data is from Reaction yield outcomes from USPTO patents with 853,638 reactions. The task is: Predict the reaction yield, written as a fraction of the theoretical maximum amount of product (1.0 means a 100% yield; for example, 0.34 means a 34% yield). (1) The reactants are [NH2:1][C:2]1[CH:3]=[CH:4][C:5]([CH3:24])=[C:6]([C:8]2[CH:17]=[C:16]3[C:11]([CH:12]=[C:13]([NH:18][C:19]([CH:21]4[CH2:23][CH2:22]4)=[O:20])[N:14]=[CH:15]3)=[CH:10][CH:9]=2)[CH:7]=1.N1C=CC=CC=1.[CH3:31][N:32]1[CH:36]=[C:35]([C:37](Cl)=[O:38])[CH:34]=[N:33]1. The catalyst is ClCCl. The product is [CH:21]1([C:19]([NH:18][C:13]2[N:14]=[CH:15][C:16]3[C:11]([CH:12]=2)=[CH:10][CH:9]=[C:8]([C:6]2[CH:7]=[C:2]([NH:1][C:37]([C:35]4[CH:34]=[N:33][N:32]([CH3:31])[CH:36]=4)=[O:38])[CH:3]=[CH:4][C:5]=2[CH3:24])[CH:17]=3)=[O:20])[CH2:22][CH2:23]1. The yield is 0.610. (2) The reactants are FC(F)(F)C(O)=O.[C:8]1([CH:14]([C:44]2[CH:49]=[CH:48][CH:47]=[CH:46][CH:45]=2)[CH2:15][CH2:16][N:17]([C:31]([NH:33][C:34]2[CH:39]=[CH:38][CH:37]=[C:36]([C:40]([F:43])([F:42])[F:41])[CH:35]=2)=[O:32])[CH:18]2[CH2:23][CH2:22][N:21](C(OC(C)(C)C)=O)[CH2:20][CH2:19]2)[CH:13]=[CH:12][CH:11]=[CH:10][CH:9]=1. The catalyst is ClCCl. The product is [C:44]1([CH:14]([C:8]2[CH:13]=[CH:12][CH:11]=[CH:10][CH:9]=2)[CH2:15][CH2:16][N:17]([CH:18]2[CH2:19][CH2:20][NH:21][CH2:22][CH2:23]2)[C:31]([NH:33][C:34]2[CH:39]=[CH:38][CH:37]=[C:36]([C:40]([F:42])([F:41])[F:43])[CH:35]=2)=[O:32])[CH:49]=[CH:48][CH:47]=[CH:46][CH:45]=1. The yield is 0.980. (3) The reactants are O=S(Cl)Cl.[NH2:5][C:6]1[CH:7]=[C:8]([CH:27]=[CH:28][C:29]=1[NH2:30])[C:9]([NH:11][C:12]1[CH:17]=[CH:16][C:15]([CH2:18][CH2:19][N:20]2[CH2:25][CH2:24][N:23]([CH3:26])[CH2:22][CH2:21]2)=[CH:14][CH:13]=1)=[O:10].[OH:31][C:32]1[CH:37]=[CH:36][C:35]([C:38]2[CH:43]=[C:42]([O:44][CH3:45])[CH:41]=[CH:40][C:39]=2[O:46][CH3:47])=[CH:34][C:33]=1[CH:48]=O.CO. The catalyst is ClCCl. The product is [CH3:26][N:23]1[CH2:24][CH2:25][N:20]([CH2:19][CH2:18][C:15]2[CH:14]=[CH:13][C:12]([NH:11][C:9]([C:8]3[CH:27]=[CH:28][C:29]4[N:30]=[C:48]([C:33]5[CH:34]=[C:35]([C:38]6[CH:43]=[C:42]([O:44][CH3:45])[CH:41]=[CH:40][C:39]=6[O:46][CH3:47])[CH:36]=[CH:37][C:32]=5[OH:31])[NH:5][C:6]=4[CH:7]=3)=[O:10])=[CH:17][CH:16]=2)[CH2:21][CH2:22]1. The yield is 0.840. (4) The reactants are [C:1]1([CH3:16])[CH:6]=[CH:5][C:4]([C:7]2[C:11]([C:12]([O:14]C)=[O:13])=[CH:10][O:9][N:8]=2)=[CH:3][CH:2]=1.[OH-].[Li+].Cl. The catalyst is C1COCC1. The product is [C:1]1([CH3:16])[CH:2]=[CH:3][C:4]([C:7]2[C:11]([C:12]([OH:14])=[O:13])=[CH:10][O:9][N:8]=2)=[CH:5][CH:6]=1. The yield is 1.00. (5) The reactants are [OH:1][C:2]1[C:9]([CH3:10])=[C:8]([O:11][CH2:12][CH2:13][CH3:14])[CH:7]=[CH:6][C:3]=1[CH:4]=[O:5].C([O-])([O-])=O.[K+].[K+].[I-].[K+].C1(C)C=CC(S(O[CH2:33][CH:34]2[CH2:38][O:37][C:36]([CH3:40])([CH3:39])[O:35]2)(=O)=O)=CC=1. The catalyst is CN(C=O)C.O. The product is [CH3:39][C:36]1([CH3:40])[O:35][CH:34]([CH2:33][O:1][C:2]2[C:9]([CH3:10])=[C:8]([O:11][CH2:12][CH2:13][CH3:14])[CH:7]=[CH:6][C:3]=2[CH:4]=[O:5])[CH2:38][O:37]1. The yield is 0.540. (6) The reactants are [Cl:1][C:2]1[C:3]([O:12][C:13]2[CH:18]=[C:17]([O:19][CH2:20][CH:21]([OH:27])[CH2:22][O:23][CH:24]([CH3:26])[CH3:25])[CH:16]=[CH:15][C:14]=2/[CH:28]=[CH:29]/[C:30]([OH:32])=[O:31])=[N:4][CH:5]=[C:6]([C:8]([F:11])([F:10])[F:9])[CH:7]=1.[C:33](OC(=O)C)(=[O:35])[CH3:34]. The catalyst is N1C=CC=CC=1. The product is [C:33]([O:27][CH:21]([CH2:22][O:23][CH:24]([CH3:25])[CH3:26])[CH2:20][O:19][C:17]1[CH:16]=[CH:15][C:14](/[CH:28]=[CH:29]/[C:30]([OH:32])=[O:31])=[C:13]([O:12][C:3]2[C:2]([Cl:1])=[CH:7][C:6]([C:8]([F:10])([F:9])[F:11])=[CH:5][N:4]=2)[CH:18]=1)(=[O:35])[CH3:34]. The yield is 0.530. (7) The reactants are [Cl:1][C:2]1[CH:3]=[C:4]([C@@H:12]([CH2:31][CH:32]2[CH2:36][CH2:35][CH2:34][CH2:33]2)[C:13]([NH:15][C:16]2[CH:20]=[CH:19][N:18]([CH2:21][C:22]3[CH:30]=[CH:29][C:25]([C:26]([OH:28])=O)=[CH:24][CH:23]=3)[N:17]=2)=[O:14])[CH:5]=[CH:6][C:7]=1[S:8]([CH3:11])(=[O:10])=[O:9].C(Cl)(=O)C(Cl)=O.N1C(C)=CC=CC=1C.[CH3:51][N:52]([CH2:54][CH2:55][CH2:56][NH2:57])[CH3:53]. The catalyst is C(Cl)Cl. The product is [Cl:1][C:2]1[CH:3]=[C:4]([C@@H:12]([CH2:31][CH:32]2[CH2:36][CH2:35][CH2:34][CH2:33]2)[C:13]([NH:15][C:16]2[CH:20]=[CH:19][N:18]([CH2:21][C:22]3[CH:30]=[CH:29][C:25]([C:26]([NH:57][CH2:56][CH2:55][CH2:54][N:52]([CH3:53])[CH3:51])=[O:28])=[CH:24][CH:23]=3)[N:17]=2)=[O:14])[CH:5]=[CH:6][C:7]=1[S:8]([CH3:11])(=[O:9])=[O:10]. The yield is 0.0650.